This data is from Forward reaction prediction with 1.9M reactions from USPTO patents (1976-2016). The task is: Predict the product of the given reaction. (1) The product is: [N+:20]([C:17]1[CH:16]=[CH:15][C:14]([C:13]2[N:23]=[CH:1][O:11][N:12]=2)=[CH:19][CH:18]=1)([O-:22])=[O:21]. Given the reactants [CH:1](OCC)(OCC)OCC.[OH:11][NH:12][C:13](=[NH:23])[C:14]1[CH:19]=[CH:18][C:17]([N+:20]([O-:22])=[O:21])=[CH:16][CH:15]=1, predict the reaction product. (2) Given the reactants FC(F)(F)[S+:3]1[C:7]2[CH:8]=[CH:9][CH:10]=[CH:11][C:6]=2[C:5]2[CH:12]=[CH:13][C:14]([S:16]([O-:19])(=O)=[O:17])=[CH:15][C:4]1=2.S(Cl)([Cl:24])=O, predict the reaction product. The product is: [CH:12]1[C:5]2[C:6]3[CH:11]=[CH:10][CH:9]=[CH:8][C:7]=3[S:3][C:4]=2[CH:15]=[C:14]([S:16]([Cl:24])(=[O:19])=[O:17])[CH:13]=1. (3) Given the reactants C[Si]([C:5]#[C:6][C:7]1[N:11]2[N:12]=[C:13]([C:16]3[CH:24]=[CH:23][C:19]([C:20]([NH2:22])=[O:21])=[CH:18][CH:17]=3)[CH:14]=[CH:15][C:10]2=[N:9][CH:8]=1)(C)C.CCO.O.O[Li].O, predict the reaction product. The product is: [C:6]([C:7]1[N:11]2[N:12]=[C:13]([C:16]3[CH:24]=[CH:23][C:19]([C:20]([NH2:22])=[O:21])=[CH:18][CH:17]=3)[CH:14]=[CH:15][C:10]2=[N:9][CH:8]=1)#[CH:5]. (4) Given the reactants [Li]CCCC.Cl[CH2:7][CH2:8][CH2:9][S:10]([O:13][CH2:14][CH2:15][CH2:16][CH3:17])(=[O:12])=[O:11].[CH2:18](Cl)[O:19][CH2:20][C:21]1[CH:26]=[CH:25][CH:24]=[CH:23][CH:22]=1, predict the reaction product. The product is: [CH2:20]([O:19][CH2:18][C:9]1([S:10]([O:13][CH2:14][CH2:15][CH2:16][CH3:17])(=[O:12])=[O:11])[CH2:7][CH2:8]1)[C:21]1[CH:26]=[CH:25][CH:24]=[CH:23][CH:22]=1.